This data is from Reaction yield outcomes from USPTO patents with 853,638 reactions. The task is: Predict the reaction yield, written as a fraction of the theoretical maximum amount of product (1.0 means a 100% yield; for example, 0.34 means a 34% yield). (1) The reactants are [OH:1][C:2]1[CH:3]=[C:4]([CH:7]=[CH:8][CH:9]=1)[CH:5]=[O:6].[C:10](OC(=N)C(Cl)(Cl)Cl)([CH3:13])([CH3:12])[CH3:11].B(F)(F)F.CCOCC.C(=O)(O)[O-].[Na+]. The catalyst is C1CCCCC1.CCCCCC.C(OCC)(=O)C.C(Cl)Cl. The product is [C:10]([O:1][C:2]1[CH:3]=[C:4]([CH:7]=[CH:8][CH:9]=1)[CH:5]=[O:6])([CH3:13])([CH3:12])[CH3:11]. The yield is 0.320. (2) The reactants are [CH2:1]([CH:3]([CH2:21][CH3:22])[CH:4]([C:6]1[N:10]([S:11]([C:14]2[CH:19]=[CH:18][C:17]([CH3:20])=[CH:16][CH:15]=2)(=[O:13])=[O:12])[N:9]=[CH:8][CH:7]=1)O)[CH3:2].C1(P(C2C=CC=CC=2)C2C=CC=CC=2)C=CC=CC=1.N(C(OCC)=O)=NC(OCC)=O.C1(P([N:68]=[N+:69]=[N-:70])(C2C=CC=CC=2)=O)C=CC=CC=1. The catalyst is C1COCC1. The product is [N:68]([CH:4]([C:6]1[N:10]([S:11]([C:14]2[CH:19]=[CH:18][C:17]([CH3:20])=[CH:16][CH:15]=2)(=[O:13])=[O:12])[N:9]=[CH:8][CH:7]=1)[CH:3]([CH2:21][CH3:22])[CH2:1][CH3:2])=[N+:69]=[N-:70]. The yield is 0.970. (3) The reactants are [CH3:1][O:2][C:3]1[CH:8]=[CH:7][C:6]([C@@H:9]([NH:13][C:14](=O)[CH2:15][C:16]2[CH:21]=[CH:20][C:19]([O:22][CH3:23])=[CH:18][CH:17]=2)[C:10]([NH2:12])=O)=[CH:5][CH:4]=1.CSC.B.Cl.[OH-].[Na+]. The catalyst is C1COCC1.O.C(Cl)Cl. The product is [CH3:1][O:2][C:3]1[CH:8]=[CH:7][C:6]([C@@H:9]([NH:13][CH2:14][CH2:15][C:16]2[CH:17]=[CH:18][C:19]([O:22][CH3:23])=[CH:20][CH:21]=2)[CH2:10][NH2:12])=[CH:5][CH:4]=1. The yield is 1.00. (4) The catalyst is CO. The yield is 0.384. The reactants are C1(C)C=CC=CC=1.[CH3:8][C:9]1[C:10]([CH2:28][S:29][C:30]2[NH:34][C:33]3[CH:35]=[CH:36][CH:37]=[CH:38][C:32]=3[N:31]=2)=[N:11][CH:12]=[CH:13][C:14]=1[O:15][CH2:16][C:17]1([CH3:27])[O:26][CH2:25][C:20]2([O:24][CH2:23][CH2:22][O:21]2)[CH2:19][O:18]1.ClC1C=CC=C(C(OO)=[O:47])C=1. The product is [CH3:8][C:9]1[C:10]([CH2:28][S:29]([C:30]2[NH:31][C:32]3[CH:38]=[CH:37][CH:36]=[CH:35][C:33]=3[N:34]=2)=[O:47])=[N:11][CH:12]=[CH:13][C:14]=1[O:15][CH2:16][C:17]1([CH3:27])[O:18][CH2:19][C:20]2([O:21][CH2:22][CH2:23][O:24]2)[CH2:25][O:26]1. (5) The reactants are Br[C:2]1[C:7]([CH3:8])=[CH:6][CH:5]=[CH:4][N:3]=1.[OH:9][CH2:10][C:11]1[CH:16]=[CH:15][C:14](B(O)O)=[CH:13][CH:12]=1.C(=O)([O-])[O-].[Na+].[Na+]. The catalyst is C1(C)C=CC=CC=1.C1C=CC([P]([Pd]([P](C2C=CC=CC=2)(C2C=CC=CC=2)C2C=CC=CC=2)([P](C2C=CC=CC=2)(C2C=CC=CC=2)C2C=CC=CC=2)[P](C2C=CC=CC=2)(C2C=CC=CC=2)C2C=CC=CC=2)(C2C=CC=CC=2)C2C=CC=CC=2)=CC=1. The product is [CH3:8][C:7]1[C:2]([C:14]2[CH:15]=[CH:16][C:11]([CH2:10][OH:9])=[CH:12][CH:13]=2)=[N:3][CH:4]=[CH:5][CH:6]=1. The yield is 0.470. (6) The reactants are [C:1]([O:5][C:6](=[O:35])[NH:7][C:8]1([C:12]2[CH:17]=[CH:16][C:15]([C:18]3[C:19]([C:29]4[CH:34]=[CH:33][CH:32]=[CH:31][CH:30]=4)=[CH:20][C:21]4[NH:26][C:25](=O)[CH2:24][O:23][C:22]=4[N:28]=3)=[CH:14][CH:13]=2)[CH2:11][CH2:10][CH2:9]1)([CH3:4])([CH3:3])[CH3:2].B(F)(F)F.CCOCC.[BH4-].[Na+].C([O-])(O)=O.[Na+]. The catalyst is C1COCC1.CCOC(C)=O. The product is [C:1]([O:5][C:6](=[O:35])[NH:7][C:8]1([C:12]2[CH:13]=[CH:14][C:15]([C:18]3[C:19]([C:29]4[CH:30]=[CH:31][CH:32]=[CH:33][CH:34]=4)=[CH:20][C:21]4[NH:26][CH2:25][CH2:24][O:23][C:22]=4[N:28]=3)=[CH:16][CH:17]=2)[CH2:11][CH2:10][CH2:9]1)([CH3:4])([CH3:2])[CH3:3]. The yield is 0.480. (7) The reactants are N(OC(C)(C)C)=O.[Br:8][C:9]1[CH:14]=[CH:13][C:12](N)=[C:11]([I:16])[CH:10]=1.[ClH:17]. The catalyst is C(#N)C.[Cu](Cl)Cl. The product is [Br:8][C:9]1[CH:14]=[CH:13][C:12]([Cl:17])=[C:11]([I:16])[CH:10]=1. The yield is 0.760. (8) The reactants are [Cl:1][C:2]1[CH:3]=[CH:4][C:5]([N:11]2[CH:15]=[N:14][N:13]=[N:12]2)=[C:6]([CH:10]=1)[C:7]([NH2:9])=O.[OH-].COC(NS([NH3+])(=O)=O)=O.O. The catalyst is C1COCC1. The product is [Cl:1][C:2]1[CH:3]=[CH:4][C:5]([N:11]2[CH:15]=[N:14][N:13]=[N:12]2)=[C:6]([CH:10]=1)[C:7]#[N:9]. The yield is 0.900. (9) The reactants are [C:1]([C:5]1[C:6]([OH:19])=[C:7]([CH:12]=[C:13](C(C)(C)C)[CH:14]=1)[C:8]([O:10][CH3:11])=[O:9])([CH3:4])([CH3:3])[CH3:2].[N+:20]([O-])([OH:22])=[O:21].O. The catalyst is C(O)(=O)C. The product is [C:1]([C:5]1[C:6]([OH:19])=[C:7]([CH:12]=[C:13]([N+:20]([O-:22])=[O:21])[CH:14]=1)[C:8]([O:10][CH3:11])=[O:9])([CH3:4])([CH3:3])[CH3:2]. The yield is 0.890. (10) The reactants are [CH3:1][C@@H:2]1[CH2:7][N:6]([C:8]2[C:17]([CH2:18][OH:19])=[CH:16][C:11]3[C:12]([CH3:15])=[N:13][O:14][C:10]=3[C:9]=2[F:20])[CH2:5][C@H:4]([CH3:21])[O:3]1. The catalyst is C(Cl)Cl.O=[Mn]=O. The product is [CH3:21][C@@H:4]1[CH2:5][N:6]([C:8]2[C:17]([CH:18]=[O:19])=[CH:16][C:11]3[C:12]([CH3:15])=[N:13][O:14][C:10]=3[C:9]=2[F:20])[CH2:7][C@H:2]([CH3:1])[O:3]1. The yield is 0.850.